From a dataset of Aqueous solubility values for 9,982 compounds from the AqSolDB database. Regression/Classification. Given a drug SMILES string, predict its absorption, distribution, metabolism, or excretion properties. Task type varies by dataset: regression for continuous measurements (e.g., permeability, clearance, half-life) or binary classification for categorical outcomes (e.g., BBB penetration, CYP inhibition). For this dataset (solubility_aqsoldb), we predict Y. (1) The molecule is CC(C)CCCO. The Y is -1.13 log mol/L. (2) The compound is CCC(C)CN(C)N=Nc1ccc(C(=O)O)cc1. The Y is -1.79 log mol/L. (3) The compound is O=[N+]([O-])c1ccc(OP(=S)(Oc2ccc([N+](=O)[O-])cc2)Oc2ccc([N+](=O)[O-])cc2)cc1. The Y is -5.68 log mol/L. (4) The Y is -3.77 log mol/L. The drug is CC1=CCC2CC1C2(C)C. (5) The drug is Clc1cc(Cl)c(Cl)c(-c2c(Cl)c(Cl)cc(Cl)c2Cl)c1Cl. The Y is -9.38 log mol/L. (6) The molecule is CC(C)(C)C(=O)OCn1cc(F)c(=O)[nH]c1=O. The Y is -2.03 log mol/L. (7) The drug is COC(=O)C(Cl)Cc1ccc(Cl)cc1. The Y is -3.77 log mol/L.